The task is: Predict the reactants needed to synthesize the given product.. This data is from Full USPTO retrosynthesis dataset with 1.9M reactions from patents (1976-2016). Given the product [C:7]([C:9]1[CH:10]=[C:11]([C:15]2[CH:22]=[CH:21][C:18]([CH2:19][NH2:1])=[CH:17][CH:16]=2)[CH:12]=[CH:13][CH:14]=1)([OH:6])=[O:8], predict the reactants needed to synthesize it. The reactants are: [NH3:1].C([O:6][C:7]([C:9]1[CH:10]=[C:11]([C:15]2[CH:22]=[CH:21][C:18]([CH2:19]Br)=[CH:17][CH:16]=2)[CH:12]=[CH:13][CH:14]=1)=[O:8])(C)(C)C.